This data is from Reaction yield outcomes from USPTO patents with 853,638 reactions. The task is: Predict the reaction yield, written as a fraction of the theoretical maximum amount of product (1.0 means a 100% yield; for example, 0.34 means a 34% yield). (1) The reactants are [OH-].[Na+].[CH3:3][C:4]1[O:8][C:7]([C:9]2[CH:14]=[CH:13][CH:12]=[CH:11][CH:10]=2)=[N:6][C:5]=1[CH2:15][O:16][C:17]1[CH:39]=[CH:38][C:20]([CH2:21][O:22]/[N:23]=[C:24](/[C:32]2[CH:37]=[CH:36][CH:35]=[CH:34][N:33]=2)\[CH2:25][CH2:26][C:27]([O:29]CC)=[O:28])=[CH:19][CH:18]=1.CO.Cl. The catalyst is O1CCCC1. The product is [CH3:3][C:4]1[O:8][C:7]([C:9]2[CH:14]=[CH:13][CH:12]=[CH:11][CH:10]=2)=[N:6][C:5]=1[CH2:15][O:16][C:17]1[CH:39]=[CH:38][C:20]([CH2:21][O:22]/[N:23]=[C:24](/[C:32]2[CH:37]=[CH:36][CH:35]=[CH:34][N:33]=2)\[CH2:25][CH2:26][C:27]([OH:29])=[O:28])=[CH:19][CH:18]=1. The yield is 0.870. (2) The yield is 0.620. The reactants are [Br:1][C:2]1[CH:3]=[C:4]([CH:8]=[CH:9][CH:10]=1)[C:5]([NH2:7])=[S:6].Br[CH2:12][C:13](=O)[C:14]([O:16][CH2:17][CH3:18])=[O:15]. The catalyst is O1CCOCC1. The product is [Br:1][C:2]1[CH:3]=[C:4]([C:5]2[S:6][CH:12]=[C:13]([C:14]([O:16][CH2:17][CH3:18])=[O:15])[N:7]=2)[CH:8]=[CH:9][CH:10]=1. (3) The reactants are Br[C:2]1[CH:23]=[CH:22][C:5]([C:6]([NH:8][S:9]([C:12]2[CH:17]=[CH:16][CH:15]=[CH:14][C:13]=2[S:18](=[O:21])(=[O:20])[NH2:19])(=[O:11])=[O:10])=[O:7])=[CH:4][C:3]=1[O:24][CH3:25].[Cl:26][C:27]1[CH:32]=[CH:31][CH:30]=[C:29]([C:33]#[CH:34])[CH:28]=1. No catalyst specified. The product is [Cl:26][C:27]1[CH:28]=[C:29]([C:33]#[C:34][C:2]2[CH:23]=[CH:22][C:5]([C:6]([NH:8][S:9]([C:12]3[CH:17]=[CH:16][CH:15]=[CH:14][C:13]=3[S:18](=[O:21])(=[O:20])[NH2:19])(=[O:11])=[O:10])=[O:7])=[CH:4][C:3]=2[O:24][CH3:25])[CH:30]=[CH:31][CH:32]=1. The yield is 0.300. (4) The reactants are [NH2:1][C:2]1[CH:3]=[CH:4][C:5]([F:19])=[C:6]([C@:8]2([CH3:18])[CH2:14][C:13]([CH3:16])([CH3:15])[O:12][CH2:11][C:10](=[S:17])[NH:9]2)[CH:7]=1.[F:20][C:21]([F:29])([F:28])[C:22]1([C:25](O)=[O:26])[CH2:24][CH2:23]1. No catalyst specified. The product is [F:19][C:5]1[CH:4]=[CH:3][C:2]([NH:1][C:25]([C:22]2([C:21]([F:29])([F:28])[F:20])[CH2:24][CH2:23]2)=[O:26])=[CH:7][C:6]=1[C@:8]1([CH3:18])[CH2:14][C:13]([CH3:16])([CH3:15])[O:12][CH2:11][C:10](=[S:17])[NH:9]1. The yield is 0.920. (5) The reactants are O.[OH-].[Li+].C([O:6][C:7]([C:9]1([CH:19]=[CH2:20])[CH2:14][O:13][C:12]([CH2:17][F:18])([CH2:15][F:16])[O:11][CH2:10]1)=[O:8])C.Cl.[Cl-].[Na+]. The catalyst is O.O1CCCC1.CO. The product is [F:16][CH2:15][C:12]1([CH2:17][F:18])[O:11][CH2:10][C:9]([CH:19]=[CH2:20])([C:7]([OH:8])=[O:6])[CH2:14][O:13]1. The yield is 0.710. (6) The reactants are [C:1]([CH:3](P(=O)(OCC)OCC)[C:4]1[CH:9]=[CH:8][CH:7]=[CH:6][CH:5]=1)#[N:2].[H-].[Na+].[C:20]12([CH:30]=O)[CH2:29][CH:24]3[CH2:25][CH:26]([CH2:28][CH:22]([CH2:23]3)[CH2:21]1)[CH2:27]2.O. The catalyst is C1COCC1. The product is [C:20]12([CH:30]=[C:3]([C:4]3[CH:5]=[CH:6][CH:7]=[CH:8][CH:9]=3)[C:1]#[N:2])[CH2:21][CH:22]3[CH2:28][CH:26]([CH2:25][CH:24]([CH2:23]3)[CH2:29]1)[CH2:27]2. The yield is 0.280. (7) The reactants are [C:1]([O:5][C:6](=[O:15])[NH:7][C:8]1[CH:13]=[CH:12][C:11]([NH2:14])=[CH:10][CH:9]=1)([CH3:4])([CH3:3])[CH3:2].[CH3:16][C:17]([CH3:21])(O)[C:18]#[N:19].[O-]S([O-])(=O)=O.[Mg+2]. The yield is 0.980. No catalyst specified. The product is [C:1]([O:5][C:6](=[O:15])[NH:7][C:8]1[CH:9]=[CH:10][C:11]([NH:14][C:17]([C:18]#[N:19])([CH3:21])[CH3:16])=[CH:12][CH:13]=1)([CH3:4])([CH3:2])[CH3:3]. (8) The reactants are [F:1][C:2]1[CH:9]=[CH:8][C:5]([CH2:6]Br)=[CH:4][CH:3]=1.[Cl-].[Li+].[C:12]([O:18][CH3:19])(=[O:17])[CH2:13][C:14]([CH3:16])=[O:15].C(N(C(C)C)CC)(C)C. The catalyst is O1CCCC1. The product is [F:1][C:2]1[CH:9]=[CH:8][C:5]([CH2:6][CH:13]([C:14]([CH3:16])=[O:15])[C:12]([O:18][CH3:19])=[O:17])=[CH:4][CH:3]=1. The yield is 0.610. (9) The reactants are [C:1]([C:3]1[CH:8]=[CH:7][CH:6]=[CH:5][C:4]=1[C:9]1[CH:14]=[CH:13][C:12]([CH2:15][C:16]2[C:17](=[O:39])[N:18]([C@H:28]3[CH2:33][CH2:32][C@H:31]([C:34]([O:36]CC)=[O:35])[CH2:30][CH2:29]3)[C:19]3[N:20]([N:25]=[CH:26][N:27]=3)[C:21]=2[CH2:22][CH2:23][CH3:24])=[CH:11][CH:10]=1)#[N:2].[OH-].[Na+].CO.Cl. The catalyst is O.O1CCCC1. The product is [C:1]([C:3]1[CH:8]=[CH:7][CH:6]=[CH:5][C:4]=1[C:9]1[CH:14]=[CH:13][C:12]([CH2:15][C:16]2[C:17](=[O:39])[N:18]([C@H:28]3[CH2:33][CH2:32][C@H:31]([C:34]([OH:36])=[O:35])[CH2:30][CH2:29]3)[C:19]3[N:20]([N:25]=[CH:26][N:27]=3)[C:21]=2[CH2:22][CH2:23][CH3:24])=[CH:11][CH:10]=1)#[N:2]. The yield is 0.930.